This data is from TCR-epitope binding with 47,182 pairs between 192 epitopes and 23,139 TCRs. The task is: Binary Classification. Given a T-cell receptor sequence (or CDR3 region) and an epitope sequence, predict whether binding occurs between them. The epitope is HTTDPSFLGRY. The TCR CDR3 sequence is CAISEPGYRGPPGANVLTF. Result: 0 (the TCR does not bind to the epitope).